Dataset: Forward reaction prediction with 1.9M reactions from USPTO patents (1976-2016). Task: Predict the product of the given reaction. (1) Given the reactants Br[CH2:2][C:3]([O:5][CH2:6][C:7]1[CH:12]=[C:11]([O:13][CH3:14])[C:10]([O:15][CH3:16])=[CH:9][C:8]=1[N+:17]([O-:19])=[O:18])=[O:4].[Na+].[I-:21], predict the reaction product. The product is: [I:21][CH2:2][C:3]([O:5][CH2:6][C:7]1[CH:12]=[C:11]([O:13][CH3:14])[C:10]([O:15][CH3:16])=[CH:9][C:8]=1[N+:17]([O-:19])=[O:18])=[O:4]. (2) Given the reactants [CH:1]1[C:18]2[C:19]3[C:24]4[C:3](=[CH:4][CH:5]=[C:6]5[C:23]=4[C:22]4[C:9](=[CH:10][CH:11]=[C:12]6[C:21]=4[C:20]=3[C:15](=[CH:16][CH:17]=2)[CH:14]=[CH:13]6)[CH:8]=[CH:7]5)[CH:2]=1.[CH3:25][O:26][C:27]1[CH:35]=[CH:34][C:30]([C:31](Cl)=[O:32])=[CH:29][CH:28]=1.ClCCCl.[Cl-].[Al+3].[Cl-].[Cl-], predict the reaction product. The product is: [CH3:25][O:26][C:27]1[CH:35]=[CH:34][C:30]([C:31]([C:2]2[C:3]3[C:24]4[C:19]5[C:18](=[CH:17][CH:16]=[C:15]6[C:20]=5[C:21]5[C:12](=[CH:11][CH:10]=[C:9]7[C:22]=5[C:23]=4[C:6](=[CH:5][CH:4]=3)[CH:7]=[CH:8]7)[CH:13]=[CH:14]6)[CH:1]=2)=[O:32])=[CH:29][CH:28]=1. (3) Given the reactants [F:1][C:2]1[CH:3]=[C:4]([N+:24]([O-])=O)[C:5]([C:15](=[O:23])[CH2:16][C:17]2[N:21]([CH3:22])[N:20]=[CH:19][N:18]=2)=[C:6]([CH:14]=1)[C:7]([O:9][C:10]([CH3:13])([CH3:12])[CH3:11])=[O:8].[F:27][C:28]1[CH:35]=[CH:34][C:31]([CH:32]=O)=[CH:30][CH:29]=1.O1CCCC1.CO, predict the reaction product. The product is: [F:1][C:2]1[CH:14]=[C:6]([C:7]([O:9][C:10]([CH3:13])([CH3:12])[CH3:11])=[O:8])[C:5]2[C:15](=[O:23])[CH:16]([C:17]3[N:21]([CH3:22])[N:20]=[CH:19][N:18]=3)[CH:32]([C:31]3[CH:34]=[CH:35][C:28]([F:27])=[CH:29][CH:30]=3)[NH:24][C:4]=2[CH:3]=1. (4) Given the reactants [C:1](Cl)(=O)[C:2]([Cl:4])=[O:3].[N:7]12[CH2:14]C[CH:10]([CH2:11][CH2:12]1)[C@@H:9](C(O)=O)[CH2:8]2, predict the reaction product. The product is: [ClH:4].[N:7]12[CH2:12][CH2:11][CH:10]([CH2:9][CH2:8]1)[C@@H:1]([C:2]([Cl:4])=[O:3])[CH2:14]2. (5) Given the reactants Br[CH2:2][C@H:3]([NH:5][C:6](=[O:12])[O:7][C:8]([CH3:11])([CH3:10])[CH3:9])[CH3:4].C(=O)([O-])[O-].[Cs+].[Cs+].[Cl:19][C:20]1[CH:25]=[CH:24][CH:23]=[C:22]([Cl:26])[C:21]=1[OH:27], predict the reaction product. The product is: [Cl:19][C:20]1[CH:25]=[CH:24][CH:23]=[C:22]([Cl:26])[C:21]=1[O:27][CH2:2][C@H:3]([NH:5][C:6](=[O:12])[O:7][C:8]([CH3:11])([CH3:10])[CH3:9])[CH3:4]. (6) Given the reactants I[C:2]1[CH:17]=[CH:16][C:5]([O:6][CH2:7][CH2:8][N:9]2[CH2:14][CH2:13][CH:12]([CH3:15])[CH2:11][CH2:10]2)=[CH:4][CH:3]=1.[Cl:18][C:19]1[CH:24]=[CH:23][C:22]([C:25]2[CH:26]=[C:27]([F:33])[C:28]([C:31]#[CH:32])=[N:29][CH:30]=2)=[CH:21][CH:20]=1, predict the reaction product. The product is: [Cl:18][C:19]1[CH:24]=[CH:23][C:22]([C:25]2[CH:26]=[C:27]([F:33])[C:28]([C:31]#[C:32][C:2]3[CH:17]=[CH:16][C:5]([O:6][CH2:7][CH2:8][N:9]4[CH2:14][CH2:13][CH:12]([CH3:15])[CH2:11][CH2:10]4)=[CH:4][CH:3]=3)=[N:29][CH:30]=2)=[CH:21][CH:20]=1. (7) Given the reactants [CH3:1][O:2][C:3](=[O:15])[C:4]1[CH:9]=[C:8](I)[CH:7]=[CH:6][C:5]=1[O:11][CH:12]([CH3:14])[CH3:13].[F:16][C:17]1[CH:18]=[C:19](B(O)O)[CH:20]=[C:21]([C:23](=[O:26])[NH:24][CH3:25])[CH:22]=1.C(=O)([O-])[O-].[Na+].[Na+], predict the reaction product. The product is: [CH3:1][O:2][C:3]([C:4]1[CH:9]=[C:8]([C:19]2[CH:20]=[C:21]([C:23](=[O:26])[NH:24][CH3:25])[CH:22]=[C:17]([F:16])[CH:18]=2)[CH:7]=[CH:6][C:5]=1[O:11][CH:12]([CH3:14])[CH3:13])=[O:15].